Dataset: Merck oncology drug combination screen with 23,052 pairs across 39 cell lines. Task: Regression. Given two drug SMILES strings and cell line genomic features, predict the synergy score measuring deviation from expected non-interaction effect. (1) Drug 1: C#Cc1cccc(Nc2ncnc3cc(OCCOC)c(OCCOC)cc23)c1. Drug 2: CC(C)CC(NC(=O)C(Cc1ccccc1)NC(=O)c1cnccn1)B(O)O. Cell line: UWB1289BRCA1. Synergy scores: synergy=6.98. (2) Drug 1: N#Cc1ccc(Cn2cncc2CN2CCN(c3cccc(Cl)c3)C(=O)C2)cc1. Cell line: UACC62. Drug 2: O=C(CCCCCCC(=O)Nc1ccccc1)NO. Synergy scores: synergy=2.29. (3) Drug 1: CC1CC2C3CCC4=CC(=O)C=CC4(C)C3(F)C(O)CC2(C)C1(O)C(=O)CO. Drug 2: CC(C)CC(NC(=O)C(Cc1ccccc1)NC(=O)c1cnccn1)B(O)O. Cell line: RPMI7951. Synergy scores: synergy=-19.7. (4) Drug 1: O=S1(=O)NC2(CN1CC(F)(F)F)C1CCC2Cc2cc(C=CCN3CCC(C(F)(F)F)CC3)ccc2C1. Drug 2: NC1CCCCC1N.O=C(O)C(=O)O.[Pt+2]. Cell line: A2058. Synergy scores: synergy=0.904. (5) Cell line: COLO320DM. Drug 1: O=P1(N(CCCl)CCCl)NCCCO1. Synergy scores: synergy=6.27. Drug 2: COC1CC2CCC(C)C(O)(O2)C(=O)C(=O)N2CCCCC2C(=O)OC(C(C)CC2CCC(OP(C)(C)=O)C(OC)C2)CC(=O)C(C)C=C(C)C(O)C(OC)C(=O)C(C)CC(C)C=CC=CC=C1C. (6) Drug 2: O=C(CCCCCCC(=O)Nc1ccccc1)NO. Cell line: NCIH520. Drug 1: CCC1=CC2CN(C1)Cc1c([nH]c3ccccc13)C(C(=O)OC)(c1cc3c(cc1OC)N(C)C1C(O)(C(=O)OC)C(OC(C)=O)C4(CC)C=CCN5CCC31C54)C2. Synergy scores: synergy=0.476. (7) Drug 1: CN(Cc1cnc2nc(N)nc(N)c2n1)c1ccc(C(=O)NC(CCC(=O)O)C(=O)O)cc1. Drug 2: CNC(=O)c1cc(Oc2ccc(NC(=O)Nc3ccc(Cl)c(C(F)(F)F)c3)cc2)ccn1. Cell line: LOVO. Synergy scores: synergy=1.66. (8) Drug 1: Cn1nnc2c(C(N)=O)ncn2c1=O. Drug 2: NC1(c2ccc(-c3nc4ccn5c(=O)[nH]nc5c4cc3-c3ccccc3)cc2)CCC1. Cell line: NCIH23. Synergy scores: synergy=-9.30.